This data is from Full USPTO retrosynthesis dataset with 1.9M reactions from patents (1976-2016). The task is: Predict the reactants needed to synthesize the given product. (1) Given the product [N:1]1[CH:6]=[CH:5][CH:4]=[CH:3][C:2]=1[CH2:7][N:8]1[C:16]2[C:11](=[CH:12][C:13]([NH:17][C:18]3[C:27]4[C:22](=[CH:23][CH:24]=[CH:25][C:26]=4[O:28][C@H:30]([CH3:35])[C:31]([O:33][CH3:34])=[O:32])[N:21]=[CH:20][N:19]=3)=[CH:14][CH:15]=2)[CH:10]=[CH:9]1, predict the reactants needed to synthesize it. The reactants are: [N:1]1[CH:6]=[CH:5][CH:4]=[CH:3][C:2]=1[CH2:7][N:8]1[C:16]2[C:11](=[CH:12][C:13]([NH:17][C:18]3[C:27]4[C:26]([OH:28])=[CH:25][CH:24]=[CH:23][C:22]=4[N:21]=[CH:20][N:19]=3)=[CH:14][CH:15]=2)[CH:10]=[CH:9]1.O[C@@H:30]([CH3:35])[C:31]([O:33][CH3:34])=[O:32].C1(P(C2C=CC=CC=2)C2C=CC=CC=2)C=CC=CC=1. (2) Given the product [CH2:1]([N:8]1[CH2:13][CH2:12][N:11]([CH2:14][C:15]2[CH:20]=[CH:19][CH:18]=[CH:17][CH:16]=2)[CH2:10][C@@H:9]1[CH2:21][CH2:22][C:33]1[CH:38]=[CH:37][C:36]([O:39][CH3:40])=[CH:35][CH:34]=1)[C:2]1[CH:3]=[CH:4][CH:5]=[CH:6][CH:7]=1, predict the reactants needed to synthesize it. The reactants are: [CH2:1]([N:8]1[CH2:13][CH2:12][N:11]([CH2:14][C:15]2[CH:20]=[CH:19][CH:18]=[CH:17][CH:16]=2)[CH2:10][C@@H:9]1[CH:21]=[CH2:22])[C:2]1[CH:7]=[CH:6][CH:5]=[CH:4][CH:3]=1.C12BC(CCC1)CCC2.I[C:33]1[CH:38]=[CH:37][C:36]([O:39][CH3:40])=[CH:35][CH:34]=1.C1(P(C2C=CC=CC=2)C2C=CC=CC=2)C=CC=CC=1.[OH-].[Na+].C(CN)O. (3) Given the product [CH3:8][C:7]1[C:2]([C:9]2[CH:14]=[CH:13][CH:12]=[CH:11][CH:10]=2)=[N:3][CH:4]=[CH:5][CH:6]=1, predict the reactants needed to synthesize it. The reactants are: Br[C:2]1[C:7]([CH3:8])=[CH:6][CH:5]=[CH:4][N:3]=1.[C:9]1(B(O)O)[CH:14]=[CH:13][CH:12]=[CH:11][CH:10]=1.C(=O)([O-])[O-].[Na+].[Na+].ClCCl. (4) Given the product [C:52]([CH:37]([NH:36][C:34](=[O:35])[NH:33][CH:18]([CH2:19][CH2:20][C:21]([OH:23])=[O:22])[C:17]([OH:64])=[O:16])[CH2:38][CH2:39][CH2:40][CH2:41][NH:42][C:43](=[O:51])[C:44]1[CH:45]=[CH:46][C:47]([F:50])=[CH:48][CH:49]=1)([OH:54])=[O:53], predict the reactants needed to synthesize it. The reactants are: C1(OC)C=CC=CC=1.COC1C=CC(C[O:16][C:17](=[O:64])[CH:18]([NH:33][C:34]([NH:36][CH:37]([C:52]([O:54]CC2C=CC(OC)=CC=2)=[O:53])[CH2:38][CH2:39][CH2:40][CH2:41][NH:42][C:43](=[O:51])[C:44]2[CH:49]=[CH:48][C:47]([F:50])=[CH:46][CH:45]=2)=[O:35])[CH2:19][CH2:20][C:21]([O:23]CC2C=CC(OC)=CC=2)=[O:22])=CC=1. (5) The reactants are: Br[C:2]1[CH:3]=[C:4]2[C:8](=[CH:9][CH:10]=1)[N:7]([CH2:11][CH:12]1[CH2:18][CH2:17][CH2:16][N:15]([C:19]([O:21][CH2:22][C:23]3[CH:28]=[CH:27][CH:26]=[CH:25][CH:24]=3)=[O:20])[CH2:14][CH2:13]1)[CH:6]=[CH:5]2.[O:29]1[CH2:34][CH2:33][CH2:32][CH2:31][CH:30]1[N:35]1[CH:39]=[C:38](B2OC(C)(C)C(C)(C)O2)[CH:37]=[N:36]1.C([O-])([O-])=O.[Cs+].[Cs+].C(Cl)Cl. Given the product [O:29]1[CH2:34][CH2:33][CH2:32][CH2:31][CH:30]1[N:35]1[CH:39]=[C:38]([C:2]2[CH:3]=[C:4]3[C:8](=[CH:9][CH:10]=2)[N:7]([CH2:11][CH:12]2[CH2:18][CH2:17][CH2:16][N:15]([C:19]([O:21][CH2:22][C:23]4[CH:24]=[CH:25][CH:26]=[CH:27][CH:28]=4)=[O:20])[CH2:14][CH2:13]2)[CH:6]=[CH:5]3)[CH:37]=[N:36]1, predict the reactants needed to synthesize it. (6) Given the product [NH2:27][C:2]1[CH:3]=[C:4]2[C:9](=[CH:10][C:11]=1[N+:12]([O-:14])=[O:13])[NH:8][C:7](=[O:15])[N:6]([NH:16][S:17]([CH3:20])(=[O:19])=[O:18])[C:5]2=[O:21], predict the reactants needed to synthesize it. The reactants are: F[C:2]1[CH:3]=[C:4]2[C:9](=[CH:10][C:11]=1[N+:12]([O-:14])=[O:13])[NH:8][C:7](=[O:15])[N:6]([NH:16][S:17]([CH3:20])(=[O:19])=[O:18])[C:5]2=[O:21].COC1C=C(OC)C=CC=1C[NH2:27]. (7) Given the product [CH2:29]([N:14]([CH2:12][CH3:13])[CH2:15][CH2:16][CH2:17][NH:18][C:19]([C:21]1[NH:22][C:23]([CH:27]=[C:5]2[C:4]3[C:8](=[CH:9][CH:10]=[C:2]([Br:1])[CH:3]=3)[NH:7][C:6]2=[O:11])=[C:24]([CH3:26])[CH:25]=1)=[O:20])[CH3:30], predict the reactants needed to synthesize it. The reactants are: [Br:1][C:2]1[CH:3]=[C:4]2[C:8](=[CH:9][CH:10]=1)[NH:7][C:6](=[O:11])[CH2:5]2.[CH2:12]([N:14]([CH2:29][CH3:30])[CH2:15][CH2:16][CH2:17][NH:18][C:19]([C:21]1[NH:22][C:23]([CH:27]=O)=[C:24]([CH3:26])[CH:25]=1)=[O:20])[CH3:13]. (8) Given the product [CH:12]1[N:13]2[C:22]3[C:17]([CH2:16][CH2:15][C:14]2=[C:10]([CH2:9][C@H:5]([CH2:4][CH2:3][CH2:2][NH:1][C:23]([O:24][CH2:25][C:26]2[O:27][C:28](=[O:32])[O:29][C:30]=2[CH3:31])=[O:33])[C:6]([OH:8])=[O:7])[N:11]=1)=[CH:18][CH:19]=[CH:20][CH:21]=3, predict the reactants needed to synthesize it. The reactants are: [NH2:1][CH2:2][CH2:3][CH2:4][C@@H:5]([CH2:9][C:10]1[N:11]=[CH:12][N:13]2[C:22]3[C:17](=[CH:18][CH:19]=[CH:20][CH:21]=3)[CH2:16][CH2:15][C:14]=12)[C:6]([OH:8])=[O:7].[C:23](=O)([O:33]C1C=CC([N+]([O-])=O)=CC=1)[O:24][CH2:25][C:26]1[O:27][C:28](=[O:32])[O:29][C:30]=1[CH3:31].